This data is from Forward reaction prediction with 1.9M reactions from USPTO patents (1976-2016). The task is: Predict the product of the given reaction. (1) Given the reactants [CH:1]([N:4]1[C:8]([C:9]2[N:18]=[C:17]3[N:11]([CH2:12][CH2:13][O:14][C:15]4[CH:22]=[C:21]([O:23][C:24]5([C:27]([N:29]6[CH2:34][CH2:33][N:32]([CH3:35])[CH2:31][CH2:30]6)=O)[CH2:26][CH2:25]5)[CH:20]=[CH:19][C:16]=43)[CH:10]=2)=[N:7][C:6]([CH3:36])=[N:5]1)([CH3:3])[CH3:2].[H-].[H-].[H-].[H-].[Li+].[Al+3], predict the reaction product. The product is: [CH:1]([N:4]1[C:8]([C:9]2[N:18]=[C:17]3[C:16]4[CH:19]=[CH:20][C:21]([O:23][C:24]5([CH2:27][N:29]6[CH2:34][CH2:33][N:32]([CH3:35])[CH2:31][CH2:30]6)[CH2:25][CH2:26]5)=[CH:22][C:15]=4[O:14][CH2:13][CH2:12][N:11]3[CH:10]=2)=[N:7][C:6]([CH3:36])=[N:5]1)([CH3:3])[CH3:2]. (2) Given the reactants [Br:1][CH2:2][CH2:3][CH2:4][CH2:5]/[CH:6]=[CH:7]\[CH:8]=[CH:9]/[CH2:10][CH2:11][CH2:12][CH2:13]Br.[CH:15]1[C:24]2[CH2:23][CH2:22][CH2:21][CH2:20][C:19]=2[CH:18]=[CH:17][N:16]=1, predict the reaction product. The product is: [Br-:1].[Br-:1].[CH2:2]([N+:16]1[CH:17]=[CH:18][C:19]2[CH2:20][CH2:21][CH2:22][CH2:23][C:24]=2[CH:15]=1)[CH2:3][CH2:4][CH2:5]/[CH:6]=[CH:7]\[CH:8]=[CH:9]/[CH2:10][CH2:11][CH2:12][CH2:13][N+:16]1[CH:17]=[CH:18][C:19]2[CH2:20][CH2:21][CH2:22][CH2:23][C:24]=2[CH:15]=1. (3) Given the reactants [CH3:1][S:2]([NH:5][CH:6]1[CH2:11][CH2:10][N:9]([C:12]2[C:17]([CH3:18])=[CH:16][CH:15]=[CH:14][C:13]=2[CH2:19][N:20]2[CH2:25][CH2:24][N:23](C(OC(C)(C)C)=O)[CH2:22][CH2:21]2)[CH2:8][CH2:7]1)(=[O:4])=[O:3].C(O)(C(F)(F)F)=O, predict the reaction product. The product is: [CH3:18][C:17]1[CH:16]=[CH:15][CH:14]=[C:13]([CH2:19][N:20]2[CH2:25][CH2:24][NH:23][CH2:22][CH2:21]2)[C:12]=1[N:9]1[CH2:10][CH2:11][CH:6]([NH:5][S:2]([CH3:1])(=[O:4])=[O:3])[CH2:7][CH2:8]1. (4) Given the reactants [CH2:1]([O:8][C:9]([N:11]1[CH2:15][CH2:14][CH2:13][C:12]1([CH3:19])[C:16](O)=[O:17])=[O:10])[C:2]1[CH:7]=[CH:6][CH:5]=[CH:4][CH:3]=1.[Cl:20]CCl, predict the reaction product. The product is: [Cl:20][C:16]([C:12]1([CH3:19])[CH2:13][CH2:14][CH2:15][N:11]1[C:9]([O:8][CH2:1][C:2]1[CH:7]=[CH:6][CH:5]=[CH:4][CH:3]=1)=[O:10])=[O:17]. (5) The product is: [CH3:1][O:2][C:3]1[CH:4]=[CH:5][C:6]([C:9]2([C:15]([NH:17][C@H:18]([C:29]([OH:31])=[O:30])[CH2:19][C:20]3[CH:21]=[CH:22][CH:23]=[CH:24][CH:25]=3)=[O:16])[CH2:14][CH2:13][CH2:12][CH2:11][CH2:10]2)=[CH:7][CH:8]=1. Given the reactants [CH3:1][O:2][C:3]1[CH:8]=[CH:7][C:6]([C:9]2([C:15]([NH:17][C@H:18]([C:29]([OH:31])=[O:30])[CH2:19][C:20]3[CH:25]=[CH:24][C:23]([N+]([O-])=O)=[CH:22][CH:21]=3)=[O:16])[CH2:14][CH2:13][CH2:12][CH2:11][CH2:10]2)=[CH:5][CH:4]=1.O.O.Cl[Sn]Cl, predict the reaction product. (6) Given the reactants [CH:1]([C:3]([C:5]1[CH:10]=[CH:9][C:8]([OH:11])=[CH:7][CH:6]=1)=[O:4])=[CH2:2].[CH2:12]([C:17]1[CH:25]=[CH:24][C:20]([C:21](O)=[O:22])=[CH:19][CH:18]=1)[CH2:13][CH2:14][CH2:15][CH3:16].C1CCC(N=C=NC2CCCCC2)CC1, predict the reaction product. The product is: [CH:1]([C:3]([C:5]1[CH:6]=[CH:7][C:8]([O:11][C:21](=[O:22])[C:20]2[CH:24]=[CH:25][C:17]([CH2:12][CH2:13][CH2:14][CH2:15][CH3:16])=[CH:18][CH:19]=2)=[CH:9][CH:10]=1)=[O:4])=[CH2:2]. (7) Given the reactants [NH2:1][CH:2]([CH2:8][C:9]1[CH:14]=[CH:13][CH:12]=[C:11]([O:15][CH2:16][C:17]2[CH:22]=[CH:21][CH:20]=[CH:19][CH:18]=2)[CH:10]=1)[C:3]([O:5][CH2:6][CH3:7])=[O:4].[C:23]([O:27][C:28]([NH:30][C:31]1[CH:38]=[CH:37][C:34]([CH2:35][NH2:36])=[CH:33][CH:32]=1)=[O:29])([CH3:26])([CH3:25])[CH3:24].C(N(CC)CC)C.C[CH2:47][O:48]C(C)=O, predict the reaction product. The product is: [CH2:16]([O:15][C:11]1[CH:10]=[C:9]([CH2:8][CH:2]([NH:1][C:47]([NH:36][CH2:35][C:34]2[CH:33]=[CH:32][C:31]([NH:30][C:28]([O:27][C:23]([CH3:26])([CH3:24])[CH3:25])=[O:29])=[CH:38][CH:37]=2)=[O:48])[C:3]([O:5][CH2:6][CH3:7])=[O:4])[CH:14]=[CH:13][CH:12]=1)[C:17]1[CH:22]=[CH:21][CH:20]=[CH:19][CH:18]=1. (8) Given the reactants O=[C:2]1[NH:10][C:5]2=[N:6][CH:7]=[CH:8][CH:9]=[C:4]2[C@:3]21[CH2:24][C:13]1[CH:14]=[C:15]3[C:20](=[CH:21][C:12]=1[CH2:11]2)[N:19]=[C:18]([CH:22]=[O:23])[CH:17]=[CH:16]3.[BH4-].[Na+], predict the reaction product. The product is: [OH:23][CH2:22][C:18]1[CH:17]=[CH:16][C:15]2[C:20](=[CH:21][C:12]3[CH2:11][C@:3]4([C:4]5[C:5](=[N:6][CH:7]=[CH:8][CH:9]=5)[N:10]=[CH:2]4)[CH2:24][C:13]=3[CH:14]=2)[N:19]=1.